This data is from Reaction yield outcomes from USPTO patents with 853,638 reactions. The task is: Predict the reaction yield, written as a fraction of the theoretical maximum amount of product (1.0 means a 100% yield; for example, 0.34 means a 34% yield). The reactants are [I:1][C:2]1[C:10]2[C:5](=[N:6][CH:7]=[C:8]([C:11]3[CH:12]=[C:13]([C:17]([N:19]4[CH2:24][CH2:23][O:22][CH2:21][CH2:20]4)=[O:18])[CH:14]=[CH:15][CH:16]=3)[CH:9]=2)[NH:4][CH:3]=1.[C:25]1([CH3:35])[CH:30]=[CH:29][C:28]([S:31](Cl)(=[O:33])=[O:32])=[CH:27][CH:26]=1.[OH-].[K+].[OH-].C([N+](CCCC)(CCCC)CCCC)CCC. The catalyst is C1(C)C=CC=CC=1.O. The product is [I:1][C:2]1[C:10]2[C:5](=[N:6][CH:7]=[C:8]([C:11]3[CH:12]=[C:13]([C:17]([N:19]4[CH2:20][CH2:21][O:22][CH2:23][CH2:24]4)=[O:18])[CH:14]=[CH:15][CH:16]=3)[CH:9]=2)[N:4]([S:31]([C:28]2[CH:29]=[CH:30][C:25]([CH3:35])=[CH:26][CH:27]=2)(=[O:33])=[O:32])[CH:3]=1. The yield is 0.740.